Dataset: Reaction yield outcomes from USPTO patents with 853,638 reactions. Task: Predict the reaction yield, written as a fraction of the theoretical maximum amount of product (1.0 means a 100% yield; for example, 0.34 means a 34% yield). (1) The reactants are C([O:3][CH:4](OCC)[CH2:5][O:6][C:7]1[C:14]([O:15][CH3:16])=[CH:13][C:12]([O:17][CH3:18])=[CH:11][C:8]=1[CH:9]=O)C. The catalyst is C(O)(=O)C. The product is [CH3:18][O:17][C:12]1[CH:13]=[C:14]([O:15][CH3:16])[C:7]2[O:6][C:5]([CH:4]=[O:3])=[CH:9][C:8]=2[CH:11]=1. The yield is 0.280. (2) The reactants are N[C@@H](CCC=C)C[O:4][CH2:5][C:6]1[CH:11]=[CH:10][CH:9]=[CH:8][CH:7]=1.C([N:18](CC)CC)C.C(Cl)(=O)C1C=CC=CC=1.O. The catalyst is C(Cl)Cl. The product is [C:5]([NH2:18])(=[O:4])[C:6]1[CH:11]=[CH:10][CH:9]=[CH:8][CH:7]=1. The yield is 0.940.